From a dataset of Retrosynthesis with 50K atom-mapped reactions and 10 reaction types from USPTO. Predict the reactants needed to synthesize the given product. (1) Given the product N#Cc1ccc(N[C@H]2CCN(C3CCN(c4ncc(C(F)(F)F)cc4Cl)CC3)C2=O)c(F)c1, predict the reactants needed to synthesize it. The reactants are: N#Cc1ccc(F)c(F)c1.N[C@H]1CCN(C2CCN(c3ncc(C(F)(F)F)cc3Cl)CC2)C1=O. (2) Given the product CC1(C)OB(c2ccc3c(c2)CCN3S(=O)(=O)c2ccc(C#N)cc2)OC1(C)C, predict the reactants needed to synthesize it. The reactants are: CC1(C)OB(B2OC(C)(C)C(C)(C)O2)OC1(C)C.N#Cc1ccc(S(=O)(=O)N2CCc3cc(Br)ccc32)cc1. (3) Given the product CCOC(=O)c1cccc(OCc2ccccc2)c1CCCOS(C)(=O)=O, predict the reactants needed to synthesize it. The reactants are: CCOC(=O)c1cccc(OCc2ccccc2)c1CCCO.CS(=O)(=O)Cl. (4) Given the product Nc1cc(Cl)sc1S(=O)(=O)NC(=S)NCC1CCCCC1, predict the reactants needed to synthesize it. The reactants are: Nc1cc(Cl)sc1S(N)(=O)=O.S=C=NCC1CCCCC1. (5) Given the product Cc1cc(F)ccc1-c1cc(N2CC[C@H](O)[C@H]2CO)ncc1N(C)C(=O)C(C)(C)c1cc(C(F)(F)F)cc(C(F)(F)F)c1, predict the reactants needed to synthesize it. The reactants are: Cc1cc(F)ccc1-c1cc(Cl)ncc1N(C)C(=O)C(C)(C)c1cc(C(F)(F)F)cc(C(F)(F)F)c1.OC[C@H]1NCC[C@@H]1O. (6) Given the product CC(=O)Nc1ccc(O)nc1, predict the reactants needed to synthesize it. The reactants are: CC(=O)Nc1ccc(OCc2ccccc2)nc1.